Task: Predict which catalyst facilitates the given reaction.. Dataset: Catalyst prediction with 721,799 reactions and 888 catalyst types from USPTO (1) Reactant: [F:1][C:2]([F:7])([F:6])[C:3]([OH:5])=[O:4].[F:8][C:9]1[CH:10]=[C:11]([C:16]2[C:17]([CH:25]([NH2:27])[CH3:26])=[N:18][N:19]3[CH:24]=[CH:23][CH:22]=[CH:21][C:20]=23)[CH:12]=[C:13]([F:15])[CH:14]=1.Br[C:29]1[N:37]=[CH:36][N:35]=[C:34]2[C:30]=1[N:31]=[CH:32][NH:33]2.C(N(CC)C(C)C)(C)C. Product: [F:1][C:2]([F:7])([F:6])[C:3]([OH:5])=[O:4].[F:8][C:9]1[CH:10]=[C:11]([C:16]2[C:17]([CH:25]([NH:27][C:29]3[N:37]=[CH:36][N:35]=[C:34]4[C:30]=3[N:31]=[CH:32][NH:33]4)[CH3:26])=[N:18][N:19]3[CH:24]=[CH:23][CH:22]=[CH:21][C:20]=23)[CH:12]=[C:13]([F:15])[CH:14]=1. The catalyst class is: 8. (2) Reactant: [F:1][C:2]([F:16])([F:15])[C:3]1[CH:14]=[CH:13][C:6]2[S:7][C:8]([C:10](Cl)=[O:11])=[CH:9][C:5]=2[CH:4]=1.ClCCl.[CH2:20]([OH:23])[CH2:21][OH:22].C(N(CC)CC)C. Product: [F:1][C:2]([F:16])([F:15])[C:3]1[CH:14]=[CH:13][C:6]2[S:7][C:8]([C:10]([O:22][CH2:21][CH2:20][OH:23])=[O:11])=[CH:9][C:5]=2[CH:4]=1. The catalyst class is: 13. (3) Reactant: [Cl:1][C:2]1[N:3]=[C:4]2[C:12](=[CH:13][C:14]=1[O:15][CH2:16][CH3:17])[CH:11]=[C:10]1[N:5]2[C@H:6]([CH3:19])[CH2:7][NH:8][C:9]1=O.[H-].[Al+3].[Li+].[H-].[H-].[H-].C(C(C(C([O-])=O)O)O)([O-])=O.[K+].[Na+]. Product: [Cl:1][C:2]1[N:3]=[C:4]2[C:12](=[CH:13][C:14]=1[O:15][CH2:16][CH3:17])[CH:11]=[C:10]1[N:5]2[CH:6]([CH3:19])[CH2:7][NH:8][CH2:9]1. The catalyst class is: 310. (4) Reactant: [Cl:1][C:2]1[CH:3]=[N:4][CH:5]=[C:6]([Cl:24])[C:7]=1[NH:8][C:9]([C:11]1[C:12]2[N:13]([N:19]=[C:20]([CH:22]=[O:23])[CH:21]=2)[C:14]([O:17][CH3:18])=[CH:15][CH:16]=1)=[O:10].[CH3:25][Mg]Br.[Cl-].[NH4+]. Product: [Cl:24][C:6]1[CH:5]=[N:4][CH:3]=[C:2]([Cl:1])[C:7]=1[NH:8][C:9]([C:11]1[C:12]2[N:13]([N:19]=[C:20]([CH:22]([OH:23])[CH3:25])[CH:21]=2)[C:14]([O:17][CH3:18])=[CH:15][CH:16]=1)=[O:10]. The catalyst class is: 1.